Dataset: Full USPTO retrosynthesis dataset with 1.9M reactions from patents (1976-2016). Task: Predict the reactants needed to synthesize the given product. (1) Given the product [Cl:49][C:43]1[CH:44]=[C:45]([Cl:48])[CH:46]=[CH:47][C:42]=1[NH:41][C:39]([NH:62][CH2:59][CH:58]([C:22]1[CH:27]=[C:26]([C:28]([F:30])([F:29])[F:31])[CH:25]=[CH:24][C:23]=1[C:32]([F:35])([F:33])[F:34])[N:57]1[CH:53]=[CH:54][N:55]=[CH:56]1)=[N:38][C:36]#[N:37], predict the reactants needed to synthesize it. The reactants are: ClC1C=C(Cl)C=CC=1NC(NC([C:22]1[CH:27]=[C:26]([C:28]([F:31])([F:30])[F:29])[CH:25]=[CH:24][C:23]=1[C:32]([F:35])([F:34])[F:33])CN1C=CN=C1)=NC#N.[C:36]([NH:38][C:39]([NH:41][C:42]1[CH:47]=[CH:46][C:45]([Cl:48])=[CH:44][C:43]=1[Cl:49])=S)#[N:37].CN(C)C[CH2:53][CH2:54][N:55]=[C:56]=[N:57][CH2:58][CH3:59].C[N:62](C=O)C. (2) The reactants are: ClC1C=C(NC2N=CC(CO)=C(C3CC3)C=2)C=CC=1.[Cl:20][C:21]1[CH:26]=[C:25]([Cl:27])[CH:24]=[CH:23][C:22]=1[NH:28][C:29]1[CH:37]=[C:36]([CH:38]([CH3:40])[CH3:39])[C:32]([C:33](O)=[O:34])=[CH:31][N:30]=1. Given the product [Cl:20][C:21]1[CH:26]=[C:25]([Cl:27])[CH:24]=[CH:23][C:22]=1[NH:28][C:29]1[N:30]=[CH:31][C:32]([CH2:33][OH:34])=[C:36]([CH:38]([CH3:40])[CH3:39])[CH:37]=1, predict the reactants needed to synthesize it. (3) Given the product [CH3:1][N:2]([CH2:3][CH:4]1[CH2:9][CH2:8][CH:7]([C:10]2[N:14]3[CH:15]=[CH:16][N:17]=[C:18]([NH2:19])[C:13]3=[C:12]([C:20]3[CH:21]=[CH:22][C:23]([O:26][C:27]4[CH:28]=[CH:29][CH:30]=[CH:31][CH:32]=4)=[CH:24][CH:25]=3)[N:11]=2)[CH2:6][CH2:5]1)[CH3:33], predict the reactants needed to synthesize it. The reactants are: [CH3:1][NH:2][CH2:3][C@H:4]1[CH2:9][CH2:8][C@H:7]([C:10]2[N:14]3[CH:15]=[CH:16][N:17]=[C:18]([NH2:19])[C:13]3=[C:12]([C:20]3[CH:25]=[CH:24][C:23]([O:26][C:27]4[CH:32]=[CH:31][CH:30]=[CH:29][CH:28]=4)=[CH:22][CH:21]=3)[N:11]=2)[CH2:6][CH2:5]1.[CH3:33]NC. (4) Given the product [Br:1][C:2]1[CH:3]=[C:4]([C:8]2[N:13]([CH2:14][C:15]3[CH:16]=[CH:17][CH:18]=[CH:19][CH:20]=3)[C:12](=[O:21])[C:11]([C:33]([NH:40][CH2:53][C:54]([OH:56])=[O:55])=[O:50])=[C:10]([OH:22])[N:9]=2)[CH:5]=[CH:6][CH:7]=1, predict the reactants needed to synthesize it. The reactants are: [Br:1][C:2]1[CH:3]=[C:4]([C:8]2[N:13]([CH2:14][C:15]3[CH:20]=[CH:19][CH:18]=[CH:17][CH:16]=3)[C:12](=[O:21])[CH:11]=[C:10]([OH:22])[N:9]=2)[CH:5]=[CH:6][CH:7]=1.[Cl-].C[Al+]C.CCCCCC.[CH2:33]([NH2:40])C1C=CC=CC=1.BrC1C=C(C=CC=1)C#N.[OH-:50].[Na+].C(OCC)(=O)[CH2:53][C:54]([O:56]CC)=[O:55].C[O-].[Na+].Cl. (5) Given the product [Cl-:56].[C:23]([NH+:27]1[CH2:32][CH2:31][C@@H:30]([C:33]([N:16]2[CH:11]3[CH2:12][CH2:13][CH:14]2[CH2:15][C:9]([C:7]([NH:6][C:2]([CH3:5])([CH3:3])[CH3:4])=[O:8])([CH:17]2[CH2:22][CH2:21][CH2:20][CH2:19][CH2:18]2)[CH2:10]3)=[O:34])[C@H:29]([C:36]2[CH:41]=[CH:40][C:39]([F:42])=[CH:38][C:37]=2[F:43])[CH2:28]1)([CH3:26])([CH3:24])[CH3:25], predict the reactants needed to synthesize it. The reactants are: [I-].[C:2]([NH:6][C:7]([C:9]1([CH:17]2[CH2:22][CH2:21][CH2:20][CH2:19][CH2:18]2)[CH2:15][CH:14]2[NH2+:16][CH:11]([CH2:12][CH2:13]2)[CH2:10]1)=[O:8])([CH3:5])([CH3:4])[CH3:3].[C:23]([N:27]1[CH2:32][CH2:31][C@@H:30]([C:33](O)=[O:34])[C@H:29]([C:36]2[CH:41]=[CH:40][C:39]([F:42])=[CH:38][C:37]=2[F:43])[CH2:28]1)([CH3:26])([CH3:25])[CH3:24].C1C=CC2N(O)N=NC=2C=1.C(Cl)C[Cl:56].CCN(C(C)C)C(C)C.